From a dataset of Full USPTO retrosynthesis dataset with 1.9M reactions from patents (1976-2016). Predict the reactants needed to synthesize the given product. (1) Given the product [ClH:23].[NH2:11][C@H:3]([C:2]([CH3:20])([CH3:19])[CH3:1])[C:4]([N:5]1[CH2:9][CH2:8][CH2:7][CH2:6]1)=[O:10], predict the reactants needed to synthesize it. The reactants are: [CH3:1][C:2]([CH3:20])([CH3:19])[C@@H:3]([NH:11]C(=O)OC(C)(C)C)[C:4](=[O:10])[N:5]1[CH2:9][CH2:8][CH2:7][CH2:6]1.CO.[ClH:23]. (2) Given the product [ClH:24].[F:19][C:20]1[CH:21]=[C:22]([CH:25]=[CH:26][CH:27]=1)[CH2:23][S:18][C:9]1[NH:8][C@H:7]([C:1]2[CH:2]=[CH:3][CH:4]=[CH:5][CH:6]=2)[C@H:11]([C:12]2[CH:13]=[CH:14][CH:15]=[CH:16][CH:17]=2)[N:10]=1, predict the reactants needed to synthesize it. The reactants are: [C:1]1([C@H:7]2[C@@H:11]([C:12]3[CH:17]=[CH:16][CH:15]=[CH:14][CH:13]=3)[NH:10][C:9](=[S:18])[NH:8]2)[CH:6]=[CH:5][CH:4]=[CH:3][CH:2]=1.[F:19][C:20]1[CH:21]=[C:22]([CH:25]=[CH:26][CH:27]=1)[CH2:23][Cl:24]. (3) Given the product [CH2:13]=[CH:14][C:15]1[CH:20]=[CH:19][CH:18]=[CH:17][CH:16]=1.[CH:11]1[C:3](=[O:7])[O:8][C:9](=[O:21])[CH:10]=1, predict the reactants needed to synthesize it. The reactants are: C=C.[C:3]([O:8][CH2:9][CH:10]1O[CH2:11]1)(=[O:7])C(C)=C.[CH2:13]=[CH:14][C:15]1[CH:20]=[CH:19][CH:18]=[CH:17][CH:16]=1.[O:21]1CCN=C1.C=CC1C=CC=CC=1. (4) The reactants are: C(O[C:6]([NH:8][C@H:9]([C:14]([OH:16])=O)[CH2:10][CH:11]([CH3:13])C)=O)(C)(C)C.[CH2:17]([N:24]1[CH2:28][C@H:27]2[C@H:29]([NH2:32])[CH2:30][CH2:31][C@H:26]2[CH2:25]1)[C:18]1[CH:23]=[CH:22][CH:21]=[CH:20][CH:19]=1.[CH2:33](N1C[C@@H]2[C@@H](N)CC[C@@H]2C1)[C:34]1[CH:39]=CC=C[CH:35]=1. Given the product [CH2:17]([N:24]1[CH2:28][C@H:27]2[C@H:29]([NH:32][C:14](=[O:16])[C@H:9]([CH2:10][CH2:11][CH3:13])[NH:8][CH2:6][C:34]([CH3:39])([CH3:35])[CH3:33])[CH2:30][CH2:31][C@H:26]2[CH2:25]1)[C:18]1[CH:19]=[CH:20][CH:21]=[CH:22][CH:23]=1, predict the reactants needed to synthesize it. (5) The reactants are: [F:1][C:2]1[CH:3]=[C:4]([CH:12]=[CH:13][C:14]=1[N+:15]([O-:17])=[O:16])[C:5]([NH:7][NH:8][C:9]([NH2:11])=[S:10])=O.N. Given the product [F:1][C:2]1[CH:3]=[C:4]([C:5]2[S:10][C:9]([NH2:11])=[N:8][N:7]=2)[CH:12]=[CH:13][C:14]=1[N+:15]([O-:17])=[O:16], predict the reactants needed to synthesize it.